From a dataset of Forward reaction prediction with 1.9M reactions from USPTO patents (1976-2016). Predict the product of the given reaction. (1) Given the reactants C(O[C:4]([C:6]1[CH:7]=[C:8]([CH2:19][CH2:20][O:21][CH3:22])[N:9]2[C:14]=1[C:13]([C:15]([F:18])([F:17])[F:16])=[CH:12][CH:11]=[CH:10]2)=[O:5])C.[NH2:23][CH2:24][C:25]1([OH:33])[CH2:30][CH2:29][C:28]([F:32])([F:31])[CH2:27][CH2:26]1.CCCCCCCC, predict the reaction product. The product is: [F:31][C:28]1([F:32])[CH2:27][CH2:26][C:25]([CH2:24][NH:23][C:4]([C:6]2[CH:7]=[C:8]([CH2:19][CH2:20][O:21][CH3:22])[N:9]3[C:14]=2[C:13]([C:15]([F:17])([F:18])[F:16])=[CH:12][CH:11]=[CH:10]3)=[O:5])([OH:33])[CH2:30][CH2:29]1. (2) Given the reactants [Cl:1][C:2]1[CH:7]=[CH:6][CH:5]=[C:4]([C:8]#[N:9])[C:3]=1[CH2:10][C:11]([OH:13])=O.C(N(CC)CC)C.F[B-](F)(F)F.N1(OC(N(C)C)=[N+](C)C)C2C=CC=CC=2N=N1.Cl.[OH:44][CH2:45][C@H:46]1[CH2:55][C:54]2[C:49](=[CH:50][CH:51]=[CH:52][C:53]=2[CH2:56][CH2:57][C:58]([CH3:61])([OH:60])[CH3:59])[C@H:48]([CH3:62])[NH:47]1, predict the reaction product. The product is: [Cl:1][C:2]1[C:3]([CH2:10][C:11]([N:47]2[C@@H:46]([CH2:45][OH:44])[CH2:55][C:54]3[C:49](=[CH:50][CH:51]=[CH:52][C:53]=3[CH2:56][CH2:57][C:58]([OH:60])([CH3:59])[CH3:61])[C@@H:48]2[CH3:62])=[O:13])=[C:4]([CH:5]=[CH:6][CH:7]=1)[C:8]#[N:9]. (3) The product is: [CH:46]1([CH2:45][O:44][C:36]2[CH:35]=[C:34]([C:32](=[O:33])[CH2:31][CH:14]([C:13](=[O:20])[CH2:12][O:11][CH2:10][C:9]3[CH:8]=[CH:7][C:6]([O:5][CH3:4])=[CH:22][CH:21]=3)[C:15]([O:17][CH2:18][CH3:19])=[O:16])[CH:39]=[CH:38][C:37]=2[O:40][CH:41]([F:43])[F:42])[CH2:48][CH2:47]1. Given the reactants C(O)C.[CH3:4][O:5][C:6]1[CH:22]=[CH:21][C:9]([CH2:10][O:11][CH2:12][C:13](=[O:20])[CH2:14][C:15]([O:17][CH2:18][CH3:19])=[O:16])=[CH:8][CH:7]=1.[O-]CC.[Na+].C(O)C.Br[CH2:31][C:32]([C:34]1[CH:39]=[CH:38][C:37]([O:40][CH:41]([F:43])[F:42])=[C:36]([O:44][CH2:45][CH:46]2[CH2:48][CH2:47]2)[CH:35]=1)=[O:33], predict the reaction product. (4) Given the reactants [CH3:1][C:2]1([CH3:22])[NH:7][C:6]2[CH:8]=[C:9]([C:11]3[CH:16]=[CH:15][N:14]=[C:13](S(C)(=O)=O)[N:12]=3)[S:10][C:5]=2[C:4](=[O:21])[NH:3]1.[BH4-].[Na+], predict the reaction product. The product is: [CH3:1][C:2]1([CH3:22])[NH:7][C:6]2[CH:8]=[C:9]([C:11]3[CH:16]=[CH:15][N:14]=[CH:13][N:12]=3)[S:10][C:5]=2[C:4](=[O:21])[NH:3]1. (5) Given the reactants [CH3:1][O:2][C:3]([C:5]1[CH:6]=[C:7]2[C:12](=[C:13]([C:15]3[N:16]([C:20]([O:22][C:23]([CH3:26])([CH3:25])[CH3:24])=[O:21])[CH:17]=[CH:18][CH:19]=3)[CH:14]=1)[O:11][C:10]([N:27]1[CH2:32][CH2:31][O:30][C@H:29]([CH3:33])[CH2:28]1)=[CH:9][C:8]2=[O:34])=[O:4], predict the reaction product. The product is: [CH3:1][O:2][C:3]([C:5]1[CH:6]=[C:7]2[C:12](=[C:13]([CH:15]3[CH2:19][CH2:18][CH2:17][N:16]3[C:20]([O:22][C:23]([CH3:26])([CH3:24])[CH3:25])=[O:21])[CH:14]=1)[O:11][C:10]([N:27]1[CH2:32][CH2:31][O:30][C@H:29]([CH3:33])[CH2:28]1)=[CH:9][C:8]2=[O:34])=[O:4]. (6) Given the reactants [CH3:1][C:2]1[S:6][C:5]([C:7]2[CH:8]=[CH:9][C:10]3[N:11]([C:26]4[CH:31]=[CH:30][C:29]([OH:32])=[CH:28][CH:27]=4)[C:12]4[C:17]([C:18]=3[CH:19]=2)=[CH:16][C:15]([C:20]2[S:21][C:22]([CH3:25])=[CH:23][CH:24]=2)=[CH:14][CH:13]=4)=[CH:4][CH:3]=1.[Br:33][CH2:34][CH2:35][CH2:36][CH2:37][CH2:38][CH2:39][CH2:40][CH2:41]Br.C(=O)([O-])[O-].[K+].[K+].C(Cl)Cl, predict the reaction product. The product is: [CH3:25][C:22]1[S:21][C:20]([C:15]2[CH:14]=[CH:13][C:12]3[N:11]([C:26]4[CH:27]=[CH:28][C:29]([O:32][CH2:41][CH2:40][CH2:39][CH2:38][CH2:37][CH2:36][CH2:35][CH2:34][Br:33])=[CH:30][CH:31]=4)[C:10]4[C:18]([C:17]=3[CH:16]=2)=[CH:19][C:7]([C:5]2[S:6][C:2]([CH3:1])=[CH:3][CH:4]=2)=[CH:8][CH:9]=4)=[CH:24][CH:23]=1. (7) Given the reactants F[C:2]1[CH:7]=[CH:6][CH:5]=[CH:4][C:3]=1[S:8]([NH:11][C:12]1[C:21]([C:22]([OH:24])=[O:23])=[C:20]2[C:15]([CH:16]3[CH2:25][CH:17]3[CH2:18][O:19]2)=[CH:14][CH:13]=1)(=[O:10])=[O:9].[CH2:26]([N:28]1[CH2:32][CH2:31][CH2:30][C@H:29]1[CH2:33][CH2:34][NH2:35])[CH3:27], predict the reaction product. The product is: [CH2:26]([N:28]1[CH2:32][CH2:31][CH2:30][C@H:29]1[CH2:33][CH2:34][NH:35][C:2]1[CH:7]=[CH:6][CH:5]=[CH:4][C:3]=1[S:8]([NH:11][C:12]1[C:21]([C:22]([OH:24])=[O:23])=[C:20]2[C:15]([CH:16]3[CH2:25][CH:17]3[CH2:18][O:19]2)=[CH:14][CH:13]=1)(=[O:10])=[O:9])[CH3:27]. (8) Given the reactants [C:1]1([CH3:32])[CH:6]=[CH:5][C:4]([C:7]2[N:8]=[C:9]3[CH:23](CC([O-])=O)[CH:22](CC([O-])=O)[CH2:21][NH:20][C:10]3=[N:11][C:12]=2[C:13]2[CH:18]=[CH:17][C:16]([CH3:19])=[CH:15][CH:14]=2)=[CH:3][CH:2]=1.O=[CH:34][CH2:35][CH2:36][CH2:37][CH2:38][CH2:39][C:40]([O:42][CH2:43][CH3:44])=[O:41].[C:45]([O:48][BH-]([O:48][C:45](=[O:47])[CH3:46])[O:48][C:45](=[O:47])[CH3:46])(=[O:47])[CH3:46].[Na+], predict the reaction product. The product is: [C:45]([O:48][CH:22]1[CH2:21][N:20]([CH2:34][CH2:35][CH2:36][CH2:37][CH2:38][CH2:39][C:40]([O:42][CH2:43][CH3:44])=[O:41])[C:10]2=[N:11][C:12]([C:13]3[CH:14]=[CH:15][C:16]([CH3:19])=[CH:17][CH:18]=3)=[C:7]([C:4]3[CH:3]=[CH:2][C:1]([CH3:32])=[CH:6][CH:5]=3)[N:8]=[C:9]2[CH:23]1[O:42][C:40](=[O:41])[CH3:39])(=[O:47])[CH3:46]. (9) Given the reactants N1([CH2:6][CH2:7][S:8]([N:11]2[CH2:16][CH2:15][CH:14]([C:17]3[C:25]4[C:20](=[C:21]([C:31]([NH2:33])=[O:32])[CH:22]=[C:23](C5C=CSC=5)[CH:24]=4)[NH:19][CH:18]=3)[CH2:13][CH2:12]2)(=[O:10])=[O:9])CCCC1.[Cl:34][C:35]1[S:39][C:38](B(O)O)=[CH:37][CH:36]=1.C(=O)([O-])[O-].[K+].[K+].O1[CH2:54][CH2:53]OCC1, predict the reaction product. The product is: [Cl:34][C:35]1[S:39][C:38]([C:23]2[CH:24]=[C:25]3[C:20](=[C:21]([C:31]([NH2:33])=[O:32])[CH:22]=2)[NH:19][CH:18]=[C:17]3[CH:14]2[CH2:13][CH2:12][N:11]([S:8]([CH2:7][CH2:6][CH2:16][N:11]3[CH2:54][CH2:53][CH2:13][CH2:12]3)(=[O:10])=[O:9])[CH2:16][CH2:15]2)=[CH:37][CH:36]=1.